This data is from Reaction yield outcomes from USPTO patents with 853,638 reactions. The task is: Predict the reaction yield, written as a fraction of the theoretical maximum amount of product (1.0 means a 100% yield; for example, 0.34 means a 34% yield). (1) The reactants are [C:1]([N:5]([CH2:16][C:17]([O:19]C)=[O:18])[S:6]([C:9]1[CH:14]=[CH:13][C:12]([F:15])=[CH:11][CH:10]=1)(=[O:8])=[O:7])([CH3:4])([CH3:3])[CH3:2].[Li+].[OH-].O.Cl. The catalyst is C1COCC1. The product is [C:1]([N:5]([CH2:16][C:17]([OH:19])=[O:18])[S:6]([C:9]1[CH:14]=[CH:13][C:12]([F:15])=[CH:11][CH:10]=1)(=[O:8])=[O:7])([CH3:4])([CH3:2])[CH3:3]. The yield is 0.730. (2) The reactants are C(Cl)Cl.C(OC(=O)[NH:10][CH2:11][CH2:12][CH2:13][NH:14][C:15]([C:17]1[CH:18]=[C:19]([C:24]2[CH:29]=[CH:28][C:27]([C:30]3[CH:35]=[CH:34][CH:33]=[CH:32][CH:31]=3)=[CH:26][CH:25]=2)[C:20]([Cl:23])=[CH:21][CH:22]=1)=[O:16])(C)(C)C.FC(F)(F)C(O)=O. The catalyst is O. The product is [NH2:10][CH2:11][CH2:12][CH2:13][NH:14][C:15]([C:17]1[CH:18]=[C:19]([C:24]2[CH:29]=[CH:28][C:27]([C:30]3[CH:35]=[CH:34][CH:33]=[CH:32][CH:31]=3)=[CH:26][CH:25]=2)[C:20]([Cl:23])=[CH:21][CH:22]=1)=[O:16]. The yield is 0.736. (3) The reactants are Cl[C:2]1[C:7]2[CH2:8][CH2:9][CH2:10][C:6]=2[N:5]=[C:4]([CH:11]2[CH2:15][CH2:14][CH2:13][CH2:12]2)[N:3]=1.[CH3:16][O:17][C:18]([C:20]1([C:25]2[CH:30]=[CH:29][C:28]([NH2:31])=[CH:27][CH:26]=2)[CH2:24][CH2:23][CH2:22][CH2:21]1)=[O:19]. The catalyst is C(O)(C)C. The product is [CH3:16][O:17][C:18]([C:20]1([C:25]2[CH:26]=[CH:27][C:28]([NH:31][C:2]3[C:7]4[CH2:8][CH2:9][CH2:10][C:6]=4[N:5]=[C:4]([CH:11]4[CH2:15][CH2:14][CH2:13][CH2:12]4)[N:3]=3)=[CH:29][CH:30]=2)[CH2:21][CH2:22][CH2:23][CH2:24]1)=[O:19]. The yield is 0.934. (4) The reactants are [H-].[H-].[H-].[H-].[Li+].[Al+3].[CH2:7]([C:14]1[CH:44]=[CH:43][CH:42]=[CH:41][C:15]=1[O:16][CH2:17][CH2:18][CH2:19][N:20]([CH2:38][C:39]#[N:40])[CH:21]([C:30]1[CH:35]=[CH:34][C:33]([O:36][CH3:37])=[CH:32][CH:31]=1)[C:22]1[CH:27]=[CH:26][C:25]([O:28][CH3:29])=[CH:24][CH:23]=1)[C:8]1[CH:13]=[CH:12][CH:11]=[CH:10][CH:9]=1. No catalyst specified. The product is [CH2:7]([C:14]1[CH:44]=[CH:43][CH:42]=[CH:41][C:15]=1[O:16][CH2:17][CH2:18][CH2:19][N:20]([CH:21]([C:22]1[CH:23]=[CH:24][C:25]([O:28][CH3:29])=[CH:26][CH:27]=1)[C:30]1[CH:35]=[CH:34][C:33]([O:36][CH3:37])=[CH:32][CH:31]=1)[CH2:38][CH2:39][NH2:40])[C:8]1[CH:13]=[CH:12][CH:11]=[CH:10][CH:9]=1. The yield is 0.850. (5) The product is [OH:1][C:2]1[C:11]2[C:6](=[C:7]([CH3:14])[C:8]([O:12][CH3:13])=[CH:9][CH:10]=2)[N:5]=[CH:4][CH:3]=1. The yield is 0.960. The reactants are [OH:1][C:2]1[C:11]2[C:6](=[C:7]([CH3:14])[C:8]([O:12][CH3:13])=[CH:9][CH:10]=2)[N:5]=[CH:4][C:3]=1C(OCC)=O.Cl. The catalyst is [OH-].[Na+]. (6) The reactants are [CH2:1]([O:8][C:9]1[CH:14]=[C:13]([O:15][CH2:16][C:17]2[CH:22]=[CH:21][CH:20]=[CH:19][CH:18]=2)[C:12]([CH:23]([CH3:25])[CH3:24])=[CH:11][C:10]=1[C:26]1[O:30][N:29]=[C:28]([C:31]([NH:33][CH2:34][CH3:35])=[O:32])[C:27]=1I)[C:2]1[CH:7]=[CH:6][CH:5]=[CH:4][CH:3]=1.C(OCC)(=O)C.C[C:44]#[N:45]. The catalyst is C1C=CC([P]([Pd]([P](C2C=CC=CC=2)(C2C=CC=CC=2)C2C=CC=CC=2)([P](C2C=CC=CC=2)(C2C=CC=CC=2)C2C=CC=CC=2)[P](C2C=CC=CC=2)(C2C=CC=CC=2)C2C=CC=CC=2)(C2C=CC=CC=2)C2C=CC=CC=2)=CC=1. The product is [CH2:1]([O:8][C:9]1[CH:14]=[C:13]([O:15][CH2:16][C:17]2[CH:22]=[CH:21][CH:20]=[CH:19][CH:18]=2)[C:12]([CH:23]([CH3:25])[CH3:24])=[CH:11][C:10]=1[C:26]1[O:30][N:29]=[C:28]([C:31]([NH:33][CH2:34][CH3:35])=[O:32])[C:27]=1[C:44]#[N:45])[C:2]1[CH:7]=[CH:6][CH:5]=[CH:4][CH:3]=1. The yield is 0.640. (7) The reactants are [CH3:1][O:2][C:3]1[CH:4]=[C:5]2[C:10](=[CH:11][C:12]=1[O:13][CH3:14])[N:9]=[CH:8][N:7]=[C:6]2[O:15][C:16]1[CH:22]=[CH:21][C:19]([NH2:20])=[CH:18][CH:17]=1.C(N(CC)CC)C.[C:30](Cl)(Cl)=[S:31].[CH:34]([N:37]([CH:41]([CH3:43])[CH3:42])[CH2:38][CH2:39][NH2:40])([CH3:36])[CH3:35]. The catalyst is CN(C)C=O.C(OCC)(=O)C. The product is [CH3:1][O:2][C:3]1[CH:4]=[C:5]2[C:10](=[CH:11][C:12]=1[O:13][CH3:14])[N:9]=[CH:8][N:7]=[C:6]2[O:15][C:16]1[CH:22]=[CH:21][C:19]([NH:20][C:30]([NH:40][CH2:39][CH2:38][N:37]([CH:41]([CH3:43])[CH3:42])[CH:34]([CH3:36])[CH3:35])=[S:31])=[CH:18][CH:17]=1. The yield is 0.580.